From a dataset of Catalyst prediction with 721,799 reactions and 888 catalyst types from USPTO. Predict which catalyst facilitates the given reaction. (1) Reactant: CC1(C)[O:7][C:6]2[CH:8]=[C:9](/[CH:12]=[CH:13]/[C:14]([N:16]3[CH2:21][CH2:20][CH:19]([C:22]4[CH:23]=[C:24]([CH:34]=[CH:35][CH:36]=4)[CH2:25][NH:26]C(=O)OC(C)(C)C)[CH2:18][CH2:17]3)=[O:15])[CH:10]=[CH:11][C:5]=2[CH2:4][O:3]1.Cl. Product: [NH2:26][CH2:25][C:24]1[CH:23]=[C:22]([CH:19]2[CH2:18][CH2:17][N:16]([C:14](=[O:15])/[CH:13]=[CH:12]/[C:9]3[CH:10]=[CH:11][C:5]([CH2:4][OH:3])=[C:6]([OH:7])[CH:8]=3)[CH2:21][CH2:20]2)[CH:36]=[CH:35][CH:34]=1. The catalyst class is: 5. (2) Reactant: [Cl:1][C:2]1[CH:7]=[CH:6][N:5]=[C:4]([C:8]([NH:10][C:11]2[C:12]([C:22]([O:24]C)=[O:23])=[N:13][N:14]([CH:16]3[CH2:21][CH2:20][CH2:19][CH2:18][O:17]3)[CH:15]=2)=[O:9])[CH:3]=1.O1CCCC1.[OH-].[Na+].Cl. Product: [Cl:1][C:2]1[CH:7]=[CH:6][N:5]=[C:4]([C:8]([NH:10][C:11]2[C:12]([C:22]([OH:24])=[O:23])=[N:13][N:14]([CH:16]3[CH2:21][CH2:20][CH2:19][CH2:18][O:17]3)[CH:15]=2)=[O:9])[CH:3]=1. The catalyst class is: 72. (3) Product: [CH3:19][O:18][C@H:13]1[C@@H:14]([O:16][CH3:17])[CH2:15][NH:11][CH2:12]1. The catalyst class is: 19. Reactant: C(OC([N:11]1[CH2:15][C@H:14]([O:16][CH3:17])[C@H:13]([O:18][CH3:19])[CH2:12]1)=O)C1C=CC=CC=1. (4) Reactant: [CH3:1][C:2]1[C:3](/[C:7](=[N:14]\[O:15][CH2:16][C:17]2[N:22]=[C:21]([N:23]3C(=O)C4C(=CC=CC=4)C3=O)[CH:20]=[CH:19][CH:18]=2)/[C:8]2[CH:13]=[CH:12][CH:11]=[CH:10][CH:9]=2)=[N:4][S:5][N:6]=1.O.NN. Product: [CH3:1][C:2]1[C:3](/[C:7](=[N:14]\[O:15][CH2:16][C:17]2[N:22]=[C:21]([NH2:23])[CH:20]=[CH:19][CH:18]=2)/[C:8]2[CH:9]=[CH:10][CH:11]=[CH:12][CH:13]=2)=[N:4][S:5][N:6]=1. The catalyst class is: 1. (5) Reactant: [Br:1][C:2]1[C:3]([OH:13])=[CH:4][C:5]([OH:12])=[C:6]([CH:11]=1)[C:7]([O:9][CH3:10])=[O:8].C(=O)([O-])[O-].[K+].[K+].[CH2:20](Br)[C:21]1[CH:26]=[CH:25][CH:24]=[CH:23][CH:22]=1. Product: [CH2:20]([O:12][C:5]1[CH:4]=[C:3]([O:13][CH2:7][C:6]2[CH:11]=[CH:2][CH:3]=[CH:4][CH:5]=2)[C:2]([Br:1])=[CH:11][C:6]=1[C:7]([O:9][CH3:10])=[O:8])[C:21]1[CH:26]=[CH:25][CH:24]=[CH:23][CH:22]=1. The catalyst class is: 10. (6) Reactant: [CH:1]([C:3]1[O:11][C:10]2[CH:9]=[CH:8][N:7]=[C:6]([NH:12][C:13](=[O:20])[C:14]3[CH:19]=[CH:18][CH:17]=[CH:16][CH:15]=3)[C:5]=2[CH:4]=1)=O.[C:21](/[CH:23]=[C:24](\[O-:26])/[CH3:25])#[N:22].[Na+].C(O)(=O)C.N1CCCCC1.C(=O)(O)[O-].[Na+]. Product: [C:21]([C:23]([C:24](=[O:26])[CH3:25])=[CH:1][C:3]1[O:11][C:10]2[CH:9]=[CH:8][N:7]=[C:6]([NH:12][C:13](=[O:20])[C:14]3[CH:15]=[CH:16][CH:17]=[CH:18][CH:19]=3)[C:5]=2[CH:4]=1)#[N:22]. The catalyst class is: 4. (7) Reactant: [OH:1][C@H:2]1[CH2:7][CH2:6][C@H:5]([O:8][C:9]2[C:14]([NH:15][C:16]3[C:17]4[C:24]([CH3:25])=[C:23]([C:26](O)=[O:27])[S:22][C:18]=4[N:19]=[CH:20][N:21]=3)=[CH:13][CH:12]=[CH:11][N:10]=2)[CH2:4][CH2:3]1.[CH3:29][N:30]([CH3:35])[CH2:31][CH2:32][CH2:33][NH2:34].CN(C(ON1N=NC2C=CC=CC1=2)=[N+](C)C)C.[B-](F)(F)(F)F. Product: [CH3:29][N:30]([CH3:35])[CH2:31][CH2:32][CH2:33][NH:34][C:26]([C:23]1[S:22][C:18]2[N:19]=[CH:20][N:21]=[C:16]([NH:15][C:14]3[C:9]([O:8][C@H:5]4[CH2:4][CH2:3][C@H:2]([OH:1])[CH2:7][CH2:6]4)=[N:10][CH:11]=[CH:12][CH:13]=3)[C:17]=2[C:24]=1[CH3:25])=[O:27]. The catalyst class is: 1. (8) Reactant: [CH3:1][N:2]([CH3:7])[S:3](Cl)(=[O:5])=[O:4].[NH2:8][C@@H:9]([CH2:14][C:15]1[CH:20]=[CH:19][C:18]([O:21][C:22]2[C:31]3[C:26](=[CH:27][N:28]=[CH:29][CH:30]=3)[CH:25]=[CH:24][N:23]=2)=[CH:17][CH:16]=1)[C:10]([O:12][CH3:13])=[O:11]. Product: [CH3:1][N:2]([CH3:7])[S:3]([NH:8][C@@H:9]([CH2:14][C:15]1[CH:16]=[CH:17][C:18]([O:21][C:22]2[C:31]3[C:26](=[CH:27][N:28]=[CH:29][CH:30]=3)[CH:25]=[CH:24][N:23]=2)=[CH:19][CH:20]=1)[C:10]([O:12][CH3:13])=[O:11])(=[O:5])=[O:4]. The catalyst class is: 17. (9) Reactant: [Br:1][C:2]1[CH:10]=[CH:9][C:5]([C:6]([OH:8])=O)=[C:4]([Cl:11])[CH:3]=1.[Br:12][C:13]1[S:17][C:16]([S:18]([NH2:21])(=[O:20])=[O:19])=[CH:15][CH:14]=1.CC1C=CC(S(O)(=O)=O)=CC=1. Product: [Br:1][C:2]1[CH:10]=[CH:9][C:5]([C:6]([NH:21][S:18]([C:16]2[S:17][C:13]([Br:12])=[CH:14][CH:15]=2)(=[O:20])=[O:19])=[O:8])=[C:4]([Cl:11])[CH:3]=1. The catalyst class is: 4.